This data is from Tyrosyl-DNA phosphodiesterase HTS with 341,365 compounds. The task is: Binary Classification. Given a drug SMILES string, predict its activity (active/inactive) in a high-throughput screening assay against a specified biological target. (1) The drug is S(c1[nH]c(CCC)cc(=O)n1)CC(=O)Nc1sc(SCC=C)nn1. The result is 0 (inactive). (2) The drug is O(c1c(CN2CCNC(=O)C2=O)cccc1)C. The result is 0 (inactive). (3) The molecule is S(c1ncnc2n(ncc12)Cc1ccccc1)CC(=O)Nc1cc2OCCOc2cc1. The result is 0 (inactive). (4) The compound is S(CC(=O)NC(C)(C)C)\C(=N\C(C)C)NC#N. The result is 0 (inactive). (5) The drug is S1(=O)(=O)N(CCCN1Cc1ccc(cc1)C)Cc1c(OC)ccc(c1)C(OC)=O. The result is 0 (inactive). (6) The drug is Clc1c(/C=N\c2n(nc(c2)c2ccccc2)c2ccccc2)cccc1. The result is 0 (inactive).